Dataset: NCI-60 drug combinations with 297,098 pairs across 59 cell lines. Task: Regression. Given two drug SMILES strings and cell line genomic features, predict the synergy score measuring deviation from expected non-interaction effect. (1) Drug 1: COC1=CC(=CC(=C1O)OC)C2C3C(COC3=O)C(C4=CC5=C(C=C24)OCO5)OC6C(C(C7C(O6)COC(O7)C8=CC=CS8)O)O. Drug 2: CS(=O)(=O)OCCCCOS(=O)(=O)C. Cell line: SNB-19. Synergy scores: CSS=47.1, Synergy_ZIP=1.13, Synergy_Bliss=2.14, Synergy_Loewe=-31.6, Synergy_HSA=4.22. (2) Drug 1: CC(CN1CC(=O)NC(=O)C1)N2CC(=O)NC(=O)C2. Drug 2: C1=NC2=C(N=C(N=C2N1C3C(C(C(O3)CO)O)F)Cl)N. Cell line: EKVX. Synergy scores: CSS=17.7, Synergy_ZIP=-0.286, Synergy_Bliss=-0.0863, Synergy_Loewe=-35.8, Synergy_HSA=-0.754. (3) Drug 1: C1=NC2=C(N1)C(=S)N=C(N2)N. Drug 2: C1=NNC2=C1C(=O)NC=N2. Cell line: HL-60(TB). Synergy scores: CSS=47.7, Synergy_ZIP=-4.14, Synergy_Bliss=-11.4, Synergy_Loewe=-45.5, Synergy_HSA=-14.0. (4) Drug 1: CC1C(C(CC(O1)OC2CC(CC3=C2C(=C4C(=C3O)C(=O)C5=C(C4=O)C(=CC=C5)OC)O)(C(=O)C)O)N)O.Cl. Drug 2: C1=C(C(=O)NC(=O)N1)F. Cell line: OVCAR-5. Synergy scores: CSS=48.0, Synergy_ZIP=5.41, Synergy_Bliss=7.90, Synergy_Loewe=10.6, Synergy_HSA=10.9. (5) Drug 1: CC1C(C(CC(O1)OC2CC(CC3=C2C(=C4C(=C3O)C(=O)C5=C(C4=O)C(=CC=C5)OC)O)(C(=O)CO)O)N)O.Cl. Drug 2: C1=C(C(=O)NC(=O)N1)F. Cell line: HS 578T. Synergy scores: CSS=31.6, Synergy_ZIP=-5.25, Synergy_Bliss=-0.836, Synergy_Loewe=0.305, Synergy_HSA=0.500. (6) Drug 1: CCCS(=O)(=O)NC1=C(C(=C(C=C1)F)C(=O)C2=CNC3=C2C=C(C=N3)C4=CC=C(C=C4)Cl)F. Drug 2: CCCCC(=O)OCC(=O)C1(CC(C2=C(C1)C(=C3C(=C2O)C(=O)C4=C(C3=O)C=CC=C4OC)O)OC5CC(C(C(O5)C)O)NC(=O)C(F)(F)F)O. Cell line: BT-549. Synergy scores: CSS=10.1, Synergy_ZIP=3.14, Synergy_Bliss=6.81, Synergy_Loewe=2.79, Synergy_HSA=4.54. (7) Drug 1: CC12CCC3C(C1CCC2=O)CC(=C)C4=CC(=O)C=CC34C. Drug 2: C(CN)CNCCSP(=O)(O)O. Cell line: SF-539. Synergy scores: CSS=3.60, Synergy_ZIP=-13.9, Synergy_Bliss=-27.9, Synergy_Loewe=-54.9, Synergy_HSA=-28.7. (8) Drug 1: CN(CC1=CN=C2C(=N1)C(=NC(=N2)N)N)C3=CC=C(C=C3)C(=O)NC(CCC(=O)O)C(=O)O. Drug 2: C1CN1P(=S)(N2CC2)N3CC3. Cell line: OVCAR3. Synergy scores: CSS=35.5, Synergy_ZIP=-4.42, Synergy_Bliss=-5.74, Synergy_Loewe=-2.46, Synergy_HSA=-1.71.